Task: Regression. Given a peptide amino acid sequence and an MHC pseudo amino acid sequence, predict their binding affinity value. This is MHC class I binding data.. Dataset: Peptide-MHC class I binding affinity with 185,985 pairs from IEDB/IMGT (1) The peptide sequence is SLSSQLSNL. The MHC is HLA-A68:02 with pseudo-sequence HLA-A68:02. The binding affinity (normalized) is 0.332. (2) The peptide sequence is YSLEYFQFVKK. The MHC is HLA-B44:03 with pseudo-sequence HLA-B44:03. The binding affinity (normalized) is 0.0847. (3) The peptide sequence is RLYQYSFAK. The MHC is HLA-A03:01 with pseudo-sequence HLA-A03:01. The binding affinity (normalized) is 0.588. (4) The peptide sequence is LQDIVNEHDI. The MHC is HLA-A02:03 with pseudo-sequence HLA-A02:03. The binding affinity (normalized) is 0.0249. (5) The peptide sequence is TTADHMHML. The MHC is HLA-A69:01 with pseudo-sequence HLA-A69:01. The binding affinity (normalized) is 0.945. (6) The peptide sequence is IYQEPFKNLK. The MHC is HLA-A02:03 with pseudo-sequence HLA-A02:03. The binding affinity (normalized) is 0. (7) The peptide sequence is YHSNVKEL. The MHC is Mamu-A07 with pseudo-sequence Mamu-A07. The binding affinity (normalized) is 0.766.